From a dataset of Reaction yield outcomes from USPTO patents with 853,638 reactions. Predict the reaction yield, written as a fraction of the theoretical maximum amount of product (1.0 means a 100% yield; for example, 0.34 means a 34% yield). (1) The reactants are [NH2:1][C:2]1[CH:20]=[CH:19][C:5]([O:6][C:7]2[CH:12]=[CH:11][N:10]=[C:9]([NH:13][C:14]([N:16]([CH3:18])[CH3:17])=[O:15])[CH:8]=2)=[CH:4][CH:3]=1.C(N(CC)CC)C.[F:28][P-](F)(F)(F)(F)F.[N:35]1(O[P+](N(C)C)(N(C)C)N(C)C)[C:39]2[CH:40]=[CH:41][CH:42]=[CH:43][C:38]=2N=N1.C([O:57][CH2:58][CH3:59])C.CN(C)[CH:62]=[O:63]. The catalyst is CCCCCC. The product is [CH3:17][N:16]([CH3:18])[C:14](=[O:15])[NH:13][C:9]1[CH:8]=[C:7]([O:6][C:5]2[CH:19]=[CH:20][C:2]([NH:1][C:58](=[O:57])[CH2:59][C:62]([NH:35][C:39]3[CH:40]=[CH:41][C:42]([F:28])=[CH:43][CH:38]=3)=[O:63])=[CH:3][CH:4]=2)[CH:12]=[CH:11][N:10]=1. The yield is 0.874. (2) The reactants are [NH2:1][CH:2]([CH2:5][CH:6]1[CH2:10][CH2:9][CH2:8][N:7]1C(OC(C)(C)C)=O)[CH2:3][OH:4].[CH3:18][C:19]1[C:28]2[C:23](=[CH:24][CH:25]=[CH:26][CH:27]=2)[C:22]([S:29](Cl)(=[O:31])=[O:30])=[CH:21][CH:20]=1. The catalyst is C1COCC1. The product is [OH:4][CH2:3][CH:2]([NH:1][S:29]([C:22]1[C:23]2[C:28](=[CH:27][CH:26]=[CH:25][CH:24]=2)[C:19]([CH3:18])=[CH:20][CH:21]=1)(=[O:31])=[O:30])[CH2:5][CH:6]1[CH2:10][CH2:9][CH2:8][NH:7]1. The yield is 0.580.